From a dataset of NCI-60 drug combinations with 297,098 pairs across 59 cell lines. Regression. Given two drug SMILES strings and cell line genomic features, predict the synergy score measuring deviation from expected non-interaction effect. (1) Drug 1: CNC(=O)C1=CC=CC=C1SC2=CC3=C(C=C2)C(=NN3)C=CC4=CC=CC=N4. Drug 2: C(CC(=O)O)C(=O)CN.Cl. Cell line: MCF7. Synergy scores: CSS=0.789, Synergy_ZIP=-1.92, Synergy_Bliss=-4.50, Synergy_Loewe=-7.61, Synergy_HSA=-5.14. (2) Synergy scores: CSS=18.3, Synergy_ZIP=-4.21, Synergy_Bliss=-7.79, Synergy_Loewe=-25.6, Synergy_HSA=-5.58. Drug 1: C1CN(CCN1C(=O)CCBr)C(=O)CCBr. Cell line: U251. Drug 2: B(C(CC(C)C)NC(=O)C(CC1=CC=CC=C1)NC(=O)C2=NC=CN=C2)(O)O. (3) Drug 1: C1=CC(=CC=C1CC(C(=O)O)N)N(CCCl)CCCl.Cl. Drug 2: CN(CC1=CN=C2C(=N1)C(=NC(=N2)N)N)C3=CC=C(C=C3)C(=O)NC(CCC(=O)O)C(=O)O. Cell line: SF-268. Synergy scores: CSS=11.7, Synergy_ZIP=-1.52, Synergy_Bliss=5.48, Synergy_Loewe=-2.55, Synergy_HSA=3.53. (4) Drug 2: CC1C(C(CC(O1)OC2CC(CC3=C2C(=C4C(=C3O)C(=O)C5=C(C4=O)C(=CC=C5)OC)O)(C(=O)CO)O)N)O.Cl. Synergy scores: CSS=57.4, Synergy_ZIP=-0.477, Synergy_Bliss=-0.334, Synergy_Loewe=-3.69, Synergy_HSA=3.77. Drug 1: C1CC(C1)(C(=O)O)C(=O)O.[NH2-].[NH2-].[Pt+2]. Cell line: NCI-H460.